This data is from Catalyst prediction with 721,799 reactions and 888 catalyst types from USPTO. The task is: Predict which catalyst facilitates the given reaction. Reactant: [OH:1][CH2:2][CH2:3][N:4]1[C:12](=[O:13])[C:11]2[C:6](=[CH:7][CH:8]=[C:9]([N+:14]([O-])=O)[CH:10]=2)[C:5]1=[O:17]. Product: [NH2:14][C:9]1[CH:10]=[C:11]2[C:6](=[CH:7][CH:8]=1)[C:5](=[O:17])[N:4]([CH2:3][CH2:2][OH:1])[C:12]2=[O:13]. The catalyst class is: 19.